This data is from Forward reaction prediction with 1.9M reactions from USPTO patents (1976-2016). The task is: Predict the product of the given reaction. (1) Given the reactants C(O)(=O)C.[CH:5]1([C:11]2[CH:12]=[C:13]([CH:16]=[O:17])[S:14][CH:15]=2)[CH2:10][CH2:9][CH2:8][CH2:7][CH2:6]1.[I:18]N1C(=O)CCC1=O, predict the reaction product. The product is: [CH:5]1([C:11]2[CH:12]=[C:13]([CH:16]=[O:17])[S:14][C:15]=2[I:18])[CH2:6][CH2:7][CH2:8][CH2:9][CH2:10]1. (2) Given the reactants C1([NH2+]C2CCCCC2)CCCCC1.[CH2:14]([O:21][C:22]([NH:24][C@@H:25]([C@H:29]([O:31][C:32]([CH3:35])([CH3:34])[CH3:33])[CH3:30])[C:26]([O-])=[O:27])=[O:23])[C:15]1[CH:20]=[CH:19][CH:18]=[CH:17][CH:16]=1.ClC(OCC(C)C)=O.CN1CCOCC1, predict the reaction product. The product is: [C:32]([O:31][C@H:29]([CH3:30])[C@H:25]([NH:24][C:22](=[O:23])[O:21][CH2:14][C:15]1[CH:16]=[CH:17][CH:18]=[CH:19][CH:20]=1)[CH2:26][OH:27])([CH3:35])([CH3:33])[CH3:34]. (3) Given the reactants [Br:1][C:2]1[CH:3]=[CH:4][C:5]([C:9]#[C:10][CH2:11][CH2:12][N:13]2[CH2:17][CH2:16][CH2:15][C@H:14]2[CH3:18])=[C:6]([NH2:8])[CH:7]=1.Cl.[N:20]([O-])=O.[Na+].[OH2:24], predict the reaction product. The product is: [Br:1][C:2]1[CH:7]=[C:6]2[C:5]([C:9]([OH:24])=[C:10]([CH2:11][CH2:12][N:13]3[CH2:17][CH2:16][CH2:15][C@H:14]3[CH3:18])[N:20]=[N:8]2)=[CH:4][CH:3]=1.